This data is from Forward reaction prediction with 1.9M reactions from USPTO patents (1976-2016). The task is: Predict the product of the given reaction. (1) Given the reactants [C:1]([O:5][C:6]([N:8]1[CH2:12][CH2:11][CH:10]([C:13]2[CH:18]=[CH:17][C:16]([N:19]=[C:20]=[O:21])=[CH:15][CH:14]=2)[CH2:9]1)=[O:7])([CH3:4])([CH3:3])[CH3:2].C(N(CC)C(C)C)(C)C.[F:31][C:32]1([F:39])[CH2:37][CH2:36][CH:35]([OH:38])[CH2:34][CH2:33]1, predict the reaction product. The product is: [C:1]([O:5][C:6]([N:8]1[CH2:12][CH2:11][CH:10]([C:13]2[CH:14]=[CH:15][C:16]([NH:19][C:20]([O:38][CH:35]3[CH2:36][CH2:37][C:32]([F:39])([F:31])[CH2:33][CH2:34]3)=[O:21])=[CH:17][CH:18]=2)[CH2:9]1)=[O:7])([CH3:4])([CH3:2])[CH3:3]. (2) Given the reactants [N:1]1[N:9]2[C:4]([N:5]=[C:6]3[CH2:21][CH2:20][CH2:19]CC[C:7]3=[C:8]2[C:10]2[CH:15]=[CH:14][C:13]([OH:16])=[CH:12][CH:11]=2)=[CH:3][CH:2]=1.C(OC1C=CC(C2N3C(=CC=N3)N=C3C=2CCC3)=CC=1)C1C=CC=CC=1.[H][H], predict the reaction product. The product is: [N:1]1[N:9]2[C:4]([N:5]=[C:6]3[C:7](=[C:8]2[C:10]2[CH:15]=[CH:14][C:13]([OH:16])=[CH:12][CH:11]=2)[CH2:19][CH2:20][CH2:21]3)=[CH:3][CH:2]=1. (3) Given the reactants [CH3:1][O:2][CH2:3][CH:4]1[CH2:8][N:7]([C:9](=[O:20])[CH:10]([NH:15][C:16](=[O:19])[O:17][CH3:18])[CH:11]([O:13][CH3:14])[CH3:12])[CH:6]([C:21]2[NH:25][C:24]3[C:26]4[C:31]([CH:32]=[CH:33][C:23]=3[N:22]=2)=[CH:30][C:29]2[C:34]3[C:39]([CH2:40][O:41][C:28]=2[CH:27]=4)=[CH:38][C:37](B2OC(C)(C)C(C)(C)O2)=[CH:36][CH:35]=3)[CH2:5]1.I[C:52]1[NH:56][C:55]([C@@H:57]2[CH2:61][CH2:60][CH2:59][N:58]2[C:62]([O:64][C:65]([CH3:68])([CH3:67])[CH3:66])=[O:63])=[N:54][CH:53]=1.C(=O)([O-])[O-].[K+].[K+], predict the reaction product. The product is: [CH3:18][O:17][C:16]([NH:15][C@H:10]([C:9]([N:7]1[CH2:8][C@@H:4]([CH2:3][O:2][CH3:1])[CH2:5][C@H:6]1[C:21]1[NH:25][C:24]2[C:26]3[C:31]([CH:32]=[CH:33][C:23]=2[N:22]=1)=[CH:30][C:29]1[C:34]2[C:39]([CH2:40][O:41][C:28]=1[CH:27]=3)=[CH:38][C:37]([C:52]1[NH:56][C:55]([C@@H:57]3[CH2:61][CH2:60][CH2:59][N:58]3[C:62]([O:64][C:65]([CH3:68])([CH3:67])[CH3:66])=[O:63])=[N:54][CH:53]=1)=[CH:36][CH:35]=2)=[O:20])[C@@H:11]([CH3:12])[O:13][CH3:14])=[O:19]. (4) Given the reactants [Cl:1][CH2:2][C:3](=[O:8])[CH2:4][C:5](Cl)=[O:6].O, predict the reaction product. The product is: [Cl:1][CH2:2][C:3]1[O:8][C:3]([CH2:2][Cl:1])=[CH:4][C:5](=[O:6])[CH:4]=1. (5) Given the reactants Cl.C([N:4]([CH2:7][CH3:8])CC)C.[C:9](Cl)([C:22]1[CH:27]=[CH:26][CH:25]=[CH:24][CH:23]=1)([C:16]1[CH:21]=[CH:20][CH:19]=[CH:18][CH:17]=1)[C:10]1[CH:15]=[CH:14][CH:13]=[CH:12][CH:11]=1.CS(Cl)(=O)=O, predict the reaction product. The product is: [C:9]([N:4]1[CH2:7][CH2:8]1)([C:22]1[CH:27]=[CH:26][CH:25]=[CH:24][CH:23]=1)([C:16]1[CH:21]=[CH:20][CH:19]=[CH:18][CH:17]=1)[C:10]1[CH:15]=[CH:14][CH:13]=[CH:12][CH:11]=1.